This data is from Full USPTO retrosynthesis dataset with 1.9M reactions from patents (1976-2016). The task is: Predict the reactants needed to synthesize the given product. (1) Given the product [C:1]([O:5][C@@H:6]([C:12]1[C:34]([CH3:35])=[CH:33][C:15]2[N:16]=[C:17]([C:19]3[CH:24]=[CH:23][N:22]=[C:21]([N:25]4[CH2:26][CH2:27][N:28]([CH2:31][CH3:32])[CH2:29][CH2:30]4)[CH:20]=3)[S:18][C:14]=2[C:13]=1[C:36]1[CH:37]=[CH:38][C:39]([Cl:42])=[CH:40][CH:41]=1)[C:7]([OH:9])=[O:8])([CH3:2])([CH3:3])[CH3:4], predict the reactants needed to synthesize it. The reactants are: [C:1]([O:5][C@@H:6]([C:12]1[C:34]([CH3:35])=[CH:33][C:15]2[N:16]=[C:17]([C:19]3[CH:24]=[CH:23][N:22]=[C:21]([N:25]4[CH2:30][CH2:29][N:28]([CH2:31][CH3:32])[CH2:27][CH2:26]4)[CH:20]=3)[S:18][C:14]=2[C:13]=1[C:36]1[CH:41]=[CH:40][C:39]([Cl:42])=[CH:38][CH:37]=1)[C:7]([O:9]CC)=[O:8])([CH3:4])([CH3:3])[CH3:2].[OH-].[Na+].C1COCC1.CN(C=O)C. (2) Given the product [C:3]([C:4]1[O:5][C:6]2[CH:12]=[C:11]([C:13]([O:15][CH3:16])=[O:14])[CH:10]=[CH:9][C:7]=2[CH:8]=1)#[N:2], predict the reactants needed to synthesize it. The reactants are: O/[N:2]=[CH:3]\[C:4]1[O:5][C:6]2[CH:12]=[C:11]([C:13]([O:15][CH3:16])=[O:14])[CH:10]=[CH:9][C:7]=2[CH:8]=1.N1C=CC=CC=1.FC(F)(F)C(OC(=O)C(F)(F)F)=O.